From a dataset of Full USPTO retrosynthesis dataset with 1.9M reactions from patents (1976-2016). Predict the reactants needed to synthesize the given product. (1) Given the product [F:7][C:8]1[CH:17]=[C:16]2[C:11]([CH2:12][CH2:13][CH:14]([CH2:18][OH:19])[O:15]2)=[CH:10][CH:9]=1, predict the reactants needed to synthesize it. The reactants are: [H-].[H-].[H-].[H-].[Li+].[Al+3].[F:7][C:8]1[CH:17]=[C:16]2[C:11]([CH2:12][CH2:13][CH:14]([C:18](OCC)=[O:19])[O:15]2)=[CH:10][CH:9]=1.CCO.Cl. (2) Given the product [CH3:9][N:10]([CH2:12][C:13]1[C:21]2[O:20][N:19]=[C:18]([CH2:22][CH2:23][CH:24]3[CH2:29][CH2:28][N:27]([CH2:7][CH:4]4[CH2:3][CH2:2][O:1][CH2:6][CH2:5]4)[CH2:26][CH2:25]3)[C:17]=2[CH:16]=[CH:15][C:14]=1[O:30][CH2:31][CH:32]1[CH2:33][CH2:34]1)[CH3:11], predict the reactants needed to synthesize it. The reactants are: [O:1]1[CH2:6][CH2:5][CH:4]([CH:7]=O)[CH2:3][CH2:2]1.[CH3:9][N:10]([CH2:12][C:13]1[C:21]2[O:20][N:19]=[C:18]([CH2:22][CH2:23][CH:24]3[CH2:29][CH2:28][NH:27][CH2:26][CH2:25]3)[C:17]=2[CH:16]=[CH:15][C:14]=1[O:30][CH2:31][CH:32]1[CH2:34][CH2:33]1)[CH3:11].